Predict the reactants needed to synthesize the given product. From a dataset of Full USPTO retrosynthesis dataset with 1.9M reactions from patents (1976-2016). (1) Given the product [Cl:1][C:2]1[CH:3]=[C:4]([CH3:9])[C:5]([O:8][CH2:13][C:12]([F:16])([F:15])[CH:11]([F:17])[F:10])=[CH:6][N:7]=1, predict the reactants needed to synthesize it. The reactants are: [Cl:1][C:2]1[N:7]=[CH:6][C:5]([OH:8])=[C:4]([CH3:9])[CH:3]=1.[F:10][CH:11]([F:17])[C:12]([F:16])([F:15])[CH2:13]I. (2) Given the product [OH:1][C:2]1[C:7]2[NH:8][C:9](=[O:11])[S:10][C:6]=2[C:5]([CH2:12][CH2:13][NH:14][CH2:15][CH2:16][N:17]([CH:18]2[CH2:23][CH2:22][NH:21][CH2:20][CH2:19]2)[C:31](=[O:43])[CH2:32][CH2:33][O:34][CH2:35][CH2:36][C:37]2[CH:42]=[CH:41][CH:40]=[CH:39][CH:38]=2)=[CH:4][CH:3]=1, predict the reactants needed to synthesize it. The reactants are: [OH:1][C:2]1[C:7]2[NH:8][C:9](=[O:11])[S:10][C:6]=2[C:5]([CH2:12][CH2:13][NH:14][CH2:15][CH2:16][N:17]([C:31](=[O:43])[CH2:32][CH2:33][O:34][CH2:35][CH2:36][C:37]2[CH:42]=[CH:41][CH:40]=[CH:39][CH:38]=2)[CH:18]2[CH2:23][CH2:22][N:21](C(OC(C)(C)C)=O)[CH2:20][CH2:19]2)=[CH:4][CH:3]=1.Cl.CO.CCOCC. (3) Given the product [Cl:1][C:2]1[CH:3]=[C:4]2[C:8](=[CH:9][CH:10]=1)[NH:7][C:6]([C:11]([NH:13][NH:14][C:15](=[O:23])[C:16]1[CH:22]=[CH:21][CH:20]=[CH:19][C:17]=1[NH2:18])=[O:12])=[CH:5]2, predict the reactants needed to synthesize it. The reactants are: [Cl:1][C:2]1[CH:3]=[C:4]2[C:8](=[CH:9][CH:10]=1)[NH:7][C:6]([C:11]([NH:13][NH2:14])=[O:12])=[CH:5]2.[C:15](O)(=[O:23])[C:16]1[C:17](=[CH:19][CH:20]=[CH:21][CH:22]=1)[NH2:18].C1C=CC2N(O)N=NC=2C=1.O. (4) Given the product [Br:12][C:13]1[CH:18]=[C:17]([C:19]([F:20])([F:21])[F:22])[CH:16]=[CH:15][C:14]=1[CH:23]1[CH2:28][CH:27]([S:9][C:5]2[CH:6]=[CH:7][CH:8]=[C:3]([C:2]([F:1])([F:10])[F:11])[CH:4]=2)[CH2:26][CH2:25][O:24]1, predict the reactants needed to synthesize it. The reactants are: [F:1][C:2]([F:11])([F:10])[C:3]1[CH:4]=[C:5]([SH:9])[CH:6]=[CH:7][CH:8]=1.[Br:12][C:13]1[CH:18]=[C:17]([C:19]([F:22])([F:21])[F:20])[CH:16]=[CH:15][C:14]=1[CH:23]1[CH2:28][CH:27](CS([O-])(=O)=O)[CH2:26][CH2:25][O:24]1.C([O-])([O-])=O.[K+].[K+]. (5) The reactants are: [C:1]([C:5]1[CH:10]=[CH:9][CH:8]=[CH:7][C:6]=1[N:11]1[CH2:16][CH2:15][NH:14][CH2:13][CH2:12]1)([CH3:4])([CH3:3])[CH3:2].[ClH:17]. Given the product [ClH:17].[ClH:17].[C:1]([C:5]1[CH:10]=[CH:9][CH:8]=[CH:7][C:6]=1[N:11]1[CH2:16][CH2:15][NH:14][CH2:13][CH2:12]1)([CH3:4])([CH3:2])[CH3:3], predict the reactants needed to synthesize it. (6) Given the product [CH2:18]([O:25][C:26]1[C:34]([CH3:35])=[CH:33][C:29]([C:30]2[O:10][C:9]([C:8]3[CH:13]=[C:14]([O:16][CH3:17])[N:15]=[C:6]([CH:1]4[CH2:2][CH2:3][CH2:4][CH2:5]4)[CH:7]=3)=[N:11][N:12]=2)=[CH:28][C:27]=1[CH2:36][CH3:37])[C:19]1[CH:24]=[CH:23][CH:22]=[CH:21][CH:20]=1, predict the reactants needed to synthesize it. The reactants are: [CH:1]1([C:6]2[CH:7]=[C:8]([CH:13]=[C:14]([O:16][CH3:17])[N:15]=2)[C:9]([NH:11][NH2:12])=[O:10])[CH2:5][CH2:4][CH2:3][CH2:2]1.[CH2:18]([O:25][C:26]1[C:34]([CH3:35])=[CH:33][C:29]([C:30](O)=O)=[CH:28][C:27]=1[CH2:36][CH3:37])[C:19]1[CH:24]=[CH:23][CH:22]=[CH:21][CH:20]=1.CCN(C(C)C)C(C)C.CN(C(ON1N=NC2C=CC=CC1=2)=[N+](C)C)C.[B-](F)(F)(F)F.CC[N+](S(N=C(OC)[O-])(=O)=O)(CC)CC. (7) Given the product [CH:52]1([CH:21]([OH:20])[CH2:22][N:23]2[C:28](=[O:29])[C:27]([CH2:30][C:31]3[CH:32]=[CH:33][C:34]([C:37]4[CH:42]=[CH:41][CH:40]=[CH:39][C:38]=4[C:43]4[NH:44][C:4](=[O:7])[O:5][N:3]=4)=[CH:35][CH:36]=3)=[C:26]([CH2:45][CH2:46][CH3:47])[N:25]3[N:48]=[C:49]([CH3:51])[N:50]=[C:24]23)[CH2:57][CH2:56][CH2:55][CH2:54][CH2:53]1, predict the reactants needed to synthesize it. The reactants are: [Cl-].O[NH3+:3].[C:4](=[O:7])([O-])[OH:5].[Na+].CS(C)=O.[Si]([O:20][CH:21]([CH:52]1[CH2:57][CH2:56][CH2:55][CH2:54][CH2:53]1)[CH2:22][N:23]1[C:28](=[O:29])[C:27]([CH2:30][C:31]2[CH:36]=[CH:35][C:34]([C:37]3[C:38]([C:43]#[N:44])=[CH:39][CH:40]=[CH:41][CH:42]=3)=[CH:33][CH:32]=2)=[C:26]([CH2:45][CH2:46][CH3:47])[N:25]2[N:48]=[C:49]([CH3:51])[N:50]=[C:24]12)(C(C)(C)C)(C)C.